Dataset: Full USPTO retrosynthesis dataset with 1.9M reactions from patents (1976-2016). Task: Predict the reactants needed to synthesize the given product. Given the product [CH3:32][O:31][C:22]1[CH:21]=[C:20]2[C:25](=[C:24]3[CH2:26][C:27]([CH3:29])([CH3:30])[O:28][C:23]=13)[C:16]([C:12]1[CH:13]=[CH:14][CH:15]=[C:10]([C:41]3[CH:50]=[CH:49][C:48]4[C:43](=[CH:44][CH:45]=[CH:46][CH:47]=4)[N:42]=3)[CH:11]=1)=[N:17][C:18]([CH3:33])([CH3:34])[CH2:19]2, predict the reactants needed to synthesize it. The reactants are: C[Sn](C)C.C[Sn](C)C.Br[C:10]1[CH:11]=[C:12]([C:16]2[C:25]3[C:20](=[CH:21][C:22]([O:31][CH3:32])=[C:23]4[O:28][C:27]([CH3:30])([CH3:29])[CH2:26][C:24]4=3)[CH2:19][C:18]([CH3:34])([CH3:33])[N:17]=2)[CH:13]=[CH:14][CH:15]=1.FC(F)(F)S(O[C:41]1[CH:50]=[CH:49][C:48]2[C:43](=[CH:44][CH:45]=[CH:46][CH:47]=2)[N:42]=1)(=O)=O.[Cl-].[Li+].[F-].[K+].